Predict the reaction yield, written as a fraction of the theoretical maximum amount of product (1.0 means a 100% yield; for example, 0.34 means a 34% yield). From a dataset of Reaction yield outcomes from USPTO patents with 853,638 reactions. (1) The reactants are [CH2:1]([O:3][CH2:4][C:5](Cl)=O)[CH3:2].[NH2:8][C:9]1[CH:10]=[N:11][C:12]2[C:17]([C:18]=1[NH:19][CH2:20][C:21]1([NH:27][C:28](=[O:34])[O:29][C:30]([CH3:33])([CH3:32])[CH3:31])[CH2:26][CH2:25][CH2:24][CH2:23][CH2:22]1)=[CH:16][CH:15]=[CH:14][CH:13]=2.[OH-].[Na+]. The catalyst is C(O)C.O. The product is [CH2:1]([O:3][CH2:4][C:5]1[N:19]([CH2:20][C:21]2([NH:27][C:28](=[O:34])[O:29][C:30]([CH3:32])([CH3:31])[CH3:33])[CH2:26][CH2:25][CH2:24][CH2:23][CH2:22]2)[C:18]2[C:17]3[CH:16]=[CH:15][CH:14]=[CH:13][C:12]=3[N:11]=[CH:10][C:9]=2[N:8]=1)[CH3:2]. The yield is 0.380. (2) The reactants are [CH2:1]([N:8]1[C:13](=[O:14])[C:12]([C:15]2[NH:20][C:19]3[CH:21]=[CH:22][CH:23]=[CH:24][C:18]=3[S:17](=[O:26])(=[O:25])[N:16]=2)=[C:11]([OH:27])[C:10]2[S:28][C:29](S(C)(=O)=O)=[N:30][C:9]1=2)[C:2]1[CH:7]=[CH:6][CH:5]=[CH:4][CH:3]=1.[NH3:35]. No catalyst specified. The product is [NH2:35][C:29]1[S:28][C:10]2[C:11]([OH:27])=[C:12]([C:15]3[NH:20][C:19]4[CH:21]=[CH:22][CH:23]=[CH:24][C:18]=4[S:17](=[O:25])(=[O:26])[N:16]=3)[C:13](=[O:14])[N:8]([CH2:1][C:2]3[CH:3]=[CH:4][CH:5]=[CH:6][CH:7]=3)[C:9]=2[N:30]=1. The yield is 1.00. (3) The reactants are [CH:1]1([C:5]2[O:9][N:8]=[C:7]([C:10]3[C:15]([Cl:16])=[CH:14][CH:13]=[CH:12][C:11]=3[Cl:17])[C:6]=2[CH2:18][O:19][C:20]2[CH:25]=[CH:24][C:23]([C:26]3[CH:27]=[C:28]4[C:33](=[CH:34][CH:35]=3)[C:32]([C:36]([O:38]C)=[O:37])=[CH:31][CH:30]=[CH:29]4)=[CH:22][CH:21]=2)[CH2:4][CH2:3][CH2:2]1.O1CCCC1.[OH-].[Na+]. The catalyst is CO. The product is [CH:1]1([C:5]2[O:9][N:8]=[C:7]([C:10]3[C:15]([Cl:16])=[CH:14][CH:13]=[CH:12][C:11]=3[Cl:17])[C:6]=2[CH2:18][O:19][C:20]2[CH:21]=[CH:22][C:23]([C:26]3[CH:27]=[C:28]4[C:33](=[CH:34][CH:35]=3)[C:32]([C:36]([OH:38])=[O:37])=[CH:31][CH:30]=[CH:29]4)=[CH:24][CH:25]=2)[CH2:2][CH2:3][CH2:4]1. The yield is 0.890.